From a dataset of Full USPTO retrosynthesis dataset with 1.9M reactions from patents (1976-2016). Predict the reactants needed to synthesize the given product. (1) Given the product [CH3:23][O:24][C:25](=[O:26])[C:27]1[CH:32]=[CH:31][C:30]([C:2]2[C:3]3[CH2:16][CH2:15][N:14]([C:17]4[CH:18]=[N:19][CH:20]=[CH:21][CH:22]=4)[C:4]=3[N:5]=[C:6]([N:8]3[CH2:13][CH2:12][O:11][CH2:10][CH2:9]3)[N:7]=2)=[CH:29][CH:28]=1, predict the reactants needed to synthesize it. The reactants are: Cl[C:2]1[C:3]2[CH2:16][CH2:15][N:14]([C:17]3[CH:18]=[N:19][CH:20]=[CH:21][CH:22]=3)[C:4]=2[N:5]=[C:6]([N:8]2[CH2:13][CH2:12][O:11][CH2:10][CH2:9]2)[N:7]=1.[CH3:23][O:24][C:25]([C:27]1[CH:32]=[CH:31][C:30](B(O)O)=[CH:29][CH:28]=1)=[O:26].B(O)O. (2) Given the product [OH:8][N:9]1[C:15](=[O:16])[N:14]2[CH2:17][C@H:10]1[CH2:11][CH2:12][C@H:13]2[C:18]1[S:22][C:21]([N:23]2[CH2:28][CH2:27][N:26]([C:29]([O:31][C:32]([CH3:35])([CH3:34])[CH3:33])=[O:30])[CH2:25][CH2:24]2)=[N:20][N:19]=1, predict the reactants needed to synthesize it. The reactants are: C([O:8][N:9]1[C:15](=[O:16])[N:14]2[CH2:17][C@H:10]1[CH2:11][CH2:12][C@H:13]2[C:18]1[S:22][C:21]([N:23]2[CH2:28][CH2:27][N:26]([C:29]([O:31][C:32]([CH3:35])([CH3:34])[CH3:33])=[O:30])[CH2:25][CH2:24]2)=[N:20][N:19]=1)C1C=CC=CC=1. (3) Given the product [F:28][C:2]([F:27])([F:1])[C:3]1[CH:8]=[CH:7][N:6]=[C:5]([N:9]2[CH2:14][C@@H:13]3[CH2:15][C@H:10]2[CH2:11][N:12]3[C:16]([C@@:18]23[CH2:25][CH2:24][CH2:23][C@@H:22]2[CH2:21][C@H:20]([N:29]2[CH2:34][CH2:33][CH:32]([C:35]4[CH:36]=[C:37]([CH:43]=[CH:44][CH:45]=4)[C:38]([O:40][CH2:41][CH3:42])=[O:39])[CH2:31][CH2:30]2)[CH2:19]3)=[O:17])[CH:4]=1, predict the reactants needed to synthesize it. The reactants are: [F:1][C:2]([F:28])([F:27])[C:3]1[CH:8]=[CH:7][N:6]=[C:5]([N:9]2[CH2:14][C@@H:13]3[CH2:15][C@H:10]2[CH2:11][N:12]3[C:16]([C@@:18]23[CH2:25][CH2:24][CH2:23][C@@H:22]2[CH2:21][C:20](=O)[CH2:19]3)=[O:17])[CH:4]=1.[NH:29]1[CH2:34][CH2:33][CH:32]([C:35]2[CH:36]=[C:37]([CH:43]=[CH:44][CH:45]=2)[C:38]([O:40][CH2:41][CH3:42])=[O:39])[CH2:31][CH2:30]1.[BH4-].[Na+].C(=O)(O)[O-].[Na+].C(OC(C)C)(=O)C1C=CC=CC=1. (4) Given the product [NH2:13][C@H:14]([C:19]([OH:21])=[O:20])[C:15]([CH3:18])([CH3:17])[CH3:16], predict the reactants needed to synthesize it. The reactants are: S([O-])([O-])(=O)=O.[Na+].[Na+].S(O)(O)(=O)=O.[NH2:13][C@H:14]([C:19]([OH:21])=[O:20])[C:15]([CH3:18])([CH3:17])[CH3:16].[OH-].[Ba+2].[OH-].S([O-])([O-])(=O)=O.[Ba+2]. (5) Given the product [CH2:21]([N:16]1[CH2:15][CH2:14][C:13]2[N:12]=[C:11]([NH:10][C:4]3[C:5](=[O:9])[N:6]([CH3:8])[CH:7]=[C:2]([C:29]4[C:28]([CH2:27][OH:26])=[C:33]([N:34]5[CH2:45][CH2:44][N:43]6[C:36](=[CH:37][C:38]7[CH2:39][C:40]([CH3:46])([CH3:47])[CH2:41][C:42]=76)[C:35]5=[O:48])[CH:32]=[C:31]([F:49])[CH:30]=4)[CH:3]=3)[CH:20]=[CH:19][C:18]=2[CH2:17]1)[CH3:22], predict the reactants needed to synthesize it. The reactants are: Br[C:2]1[CH:3]=[C:4]([NH:10][C:11]2[CH:20]=[CH:19][C:18]3[CH2:17][N:16]([CH2:21][CH3:22])[CH2:15][CH2:14][C:13]=3[N:12]=2)[C:5](=[O:9])[N:6]([CH3:8])[CH:7]=1.C([O:26][CH2:27][C:28]1[C:33]([N:34]2[CH2:45][CH2:44][N:43]3[C:36](=[CH:37][C:38]4[CH2:39][C:40]([CH3:47])([CH3:46])[CH2:41][C:42]=43)[C:35]2=[O:48])=[CH:32][C:31]([F:49])=[CH:30][C:29]=1B1OC(C)(C)C(C)(C)O1)(=O)C. (6) Given the product [NH:1]1[C:9]2[C:4](=[CH:5][CH:6]=[CH:7][CH:8]=2)[C:3]([CH2:10][CH2:11][C:12]([O:14][CH3:16])=[O:13])=[CH:2]1, predict the reactants needed to synthesize it. The reactants are: [NH:1]1[C:9]2[C:4](=[CH:5][CH:6]=[CH:7][CH:8]=2)[C:3]([CH2:10][CH2:11][C:12]([OH:14])=[O:13])=[CH:2]1.Cl.[CH3:16]O. (7) Given the product [F:1][C:2]1[C:3]2[C:10]([C:9]([OH:13])=[O:26])=[N:17][S:8][C:4]=2[CH:5]=[CH:6][CH:7]=1, predict the reactants needed to synthesize it. The reactants are: [F:1][C:2]1[CH:3]=[C:4]([SH:8])[CH:5]=[CH:6][CH:7]=1.[C:9](Cl)(=[O:13])[C:10](Cl)=O.C([N:17](CC)CC)C.[Cl-].[Al+3].[Cl-].[Cl-].[OH-:26].[Na+].